From a dataset of Forward reaction prediction with 1.9M reactions from USPTO patents (1976-2016). Predict the product of the given reaction. (1) Given the reactants [CH3:1][NH:2][CH3:3].[C:4]([C:7]1[CH:8]=[N:9][C:10]([N:13]2[CH2:18][CH2:17][CH:16]([C:19]3[C:28]([CH:29]([F:40])[C:30]4[CH:35]=[CH:34][C:33]([C:36]([F:39])([F:38])[F:37])=[CH:32][CH:31]=4)=[C:27]([CH:41]4[CH2:46][CH2:45][C:44]([F:48])([F:47])[CH2:43][CH2:42]4)[C:26]4[CH:25]([O:49]CC5C=CC(OC)=CC=5)[CH2:24][C:23]([CH3:60])([CH3:59])[CH2:22][C:21]=4[N:20]=3)[CH2:15][CH2:14]2)=[N:11][CH:12]=1)([OH:6])=O, predict the reaction product. The product is: [F:47][C:44]1([F:48])[CH2:43][CH2:42][CH:41]([C:27]2[C:26]3[CH:25]([OH:49])[CH2:24][C:23]([CH3:60])([CH3:59])[CH2:22][C:21]=3[N:20]=[C:19]([CH:16]3[CH2:17][CH2:18][N:13]([C:10]4[N:9]=[CH:8][C:7]([C:4](=[O:6])[N:2]([CH3:3])[CH3:1])=[CH:12][N:11]=4)[CH2:14][CH2:15]3)[C:28]=2[CH:29]([F:40])[C:30]2[CH:31]=[CH:32][C:33]([C:36]([F:38])([F:39])[F:37])=[CH:34][CH:35]=2)[CH2:46][CH2:45]1. (2) Given the reactants [C:1]([C:3]1[CH:8]=[C:7]([CH2:9][CH2:10][P:11](=[O:18])([O:15][CH2:16][CH3:17])[O:12][CH2:13][CH3:14])[CH:6]=[CH:5][N:4]=1)#[N:2].[C:19](OC)(=[O:27])[C:20]1[C:21](=[CH:23][CH:24]=[CH:25][CH:26]=1)[SH:22].C(N(CC)CC)C, predict the reaction product. The product is: [O:27]=[C:19]1[C:20]2[CH:26]=[CH:25][CH:24]=[CH:23][C:21]=2[S:22][C:1]([C:3]2[CH:8]=[C:7]([CH2:9][CH2:10][P:11](=[O:18])([O:12][CH2:13][CH3:14])[O:15][CH2:16][CH3:17])[CH:6]=[CH:5][N:4]=2)=[N:2]1. (3) Given the reactants [CH2:1]([C@H:9]1[CH2:14][CH2:13][CH2:12][NH:11][CH2:10]1)[CH2:2][C:3]1[CH:8]=[CH:7][CH:6]=[CH:5][CH:4]=1.Br[CH2:16][C:17]([C:19]1[CH:24]=[CH:23][C:22]([Cl:25])=[CH:21][CH:20]=1)=[O:18].C([O-])([O-])=O.[K+].[K+], predict the reaction product. The product is: [Cl:25][C:22]1[CH:23]=[CH:24][C:19]([C:17](=[O:18])[CH2:16][N:11]2[CH2:12][CH2:13][CH2:14][C@H:9]([CH2:1][CH2:2][C:3]3[CH:8]=[CH:7][CH:6]=[CH:5][CH:4]=3)[CH2:10]2)=[CH:20][CH:21]=1. (4) Given the reactants [CH2:1]([S:7][S:8][CH2:9][C@H:10]([NH2:14])[C:11]([OH:13])=[O:12])[C@H:2]([NH2:6])[C:3]([OH:5])=[O:4].S(O)(O)(=O)=O.CO[C:22](=[NH:24])[NH2:23].[OH-].[NH4+:26], predict the reaction product. The product is: [NH:23]([CH:1]([S:7][S:8][CH2:9][C@H:10]([NH2:14])[C:11]([OH:13])=[O:12])[C@H:2]([NH2:6])[C:3]([OH:5])=[O:4])[C:22]([NH2:24])=[NH:26]. (5) Given the reactants [OH:1][C:2]1[CH:7]=[CH:6][C:5]([C:8](=[O:21])[CH2:9][CH2:10][C:11]2[S:12][C:13]3[CH:20]=[CH:19][CH:18]=[CH:17][C:14]=3[C:15]=2[CH3:16])=[CH:4][C:3]=1[CH3:22].C(=O)([O-])[O-].[K+].[K+].Br[CH2:30][C:31]([O:33][CH2:34][CH3:35])=[O:32].[Cl-].[NH4+], predict the reaction product. The product is: [CH3:22][C:3]1[CH:4]=[C:5]([C:8](=[O:21])[CH2:9][CH2:10][C:11]2[S:12][C:13]3[CH:20]=[CH:19][CH:18]=[CH:17][C:14]=3[C:15]=2[CH3:16])[CH:6]=[CH:7][C:2]=1[O:1][CH2:30][C:31]([O:33][CH2:34][CH3:35])=[O:32].